Regression. Given a peptide amino acid sequence and an MHC pseudo amino acid sequence, predict their binding affinity value. This is MHC class I binding data. From a dataset of Peptide-MHC class I binding affinity with 185,985 pairs from IEDB/IMGT. (1) The binding affinity (normalized) is 0.425. The MHC is BoLA-HD6 with pseudo-sequence BoLA-HD6. The peptide sequence is AQMWSLMYF. (2) The peptide sequence is GEVGLDLTV. The binding affinity (normalized) is 0.0847. The MHC is HLA-B08:01 with pseudo-sequence HLA-B08:01. (3) The peptide sequence is SVYGDTLEK. The MHC is HLA-A03:02 with pseudo-sequence YFAMYQENVAQTDVDTLYIIYRDYTWAVQAYTWY. The binding affinity (normalized) is 0.680. (4) The peptide sequence is FLKDKGGL. The MHC is HLA-B08:01 with pseudo-sequence HLA-B08:01. The binding affinity (normalized) is 0.732. (5) The peptide sequence is GVTVIKNNM. The MHC is Mamu-A02 with pseudo-sequence Mamu-A02. The binding affinity (normalized) is 0.348. (6) The peptide sequence is LFFPFGLFK. The MHC is HLA-A26:02 with pseudo-sequence HLA-A26:02. The binding affinity (normalized) is 0.0847. (7) The MHC is HLA-A02:19 with pseudo-sequence HLA-A02:19. The binding affinity (normalized) is 0.0847. The peptide sequence is ITRKEAEQF.